Predict the product of the given reaction. From a dataset of Forward reaction prediction with 1.9M reactions from USPTO patents (1976-2016). (1) The product is: [CH3:18][C:6]1([CH3:19])[C:7]2[C:12](=[CH:11][C:10]([N+:13]([O-:15])=[O:14])=[C:9]([O:16][CH3:17])[CH:8]=2)[NH:4][CH2:5]1. Given the reactants C([N:4]1[C:12]2[C:7](=[CH:8][C:9]([O:16][CH3:17])=[C:10]([N+:13]([O-:15])=[O:14])[CH:11]=2)[C:6]([CH3:19])([CH3:18])[CH2:5]1)(=O)C.Cl.O1CCOCC1, predict the reaction product. (2) Given the reactants [C:1]([C:4]1[CH:12]=[CH:11][C:7]([C:8]([OH:10])=O)=[CH:6][CH:5]=1)(=[O:3])[CH3:2].[CH3:13][C:14]([CH3:19])([CH3:18])[CH2:15][CH2:16][NH2:17].[CH2:20](N(CC)CC)[CH3:21].Cl.CN(C)CCCN=C=NCC, predict the reaction product. The product is: [C:1]([C:4]1[CH:5]=[CH:6][C:7]([C:8]([NH:17][CH2:16][CH:15]2[CH2:21][CH2:20][CH2:13][C:14]2([CH3:19])[CH3:18])=[O:10])=[CH:11][CH:12]=1)(=[O:3])[CH3:2]. (3) Given the reactants [CH3:1][C:2]1[CH:7]=[CH:6][CH:5]=[C:4]([CH3:8])[C:3]=1[NH:9][C:10]([CH3:12])=O.COC1C=CC(P2(=S)SP(=S)(C3C=CC(OC)=CC=3)[S:22]2)=CC=1.[O-][CH2:36][CH3:37].[Na+].ICC, predict the reaction product. The product is: [CH2:36]([S:22][C:10](=[N:9][C:3]1[C:2]([CH3:1])=[CH:7][CH:6]=[CH:5][C:4]=1[CH3:8])[CH3:12])[CH3:37].